Dataset: Full USPTO retrosynthesis dataset with 1.9M reactions from patents (1976-2016). Task: Predict the reactants needed to synthesize the given product. (1) Given the product [C:1]([O:5][C:6]([NH:8][C:9]1[S:13][C:12]([C:14]([OH:16])=[O:15])=[C:11]([CH3:18])[C:10]=1[C:19]#[N:20])=[O:7])([CH3:4])([CH3:2])[CH3:3], predict the reactants needed to synthesize it. The reactants are: [C:1]([O:5][C:6]([NH:8][C:9]1[S:13][C:12]([C:14]([O:16]C)=[O:15])=[C:11]([CH3:18])[C:10]=1[C:19]#[N:20])=[O:7])([CH3:4])([CH3:3])[CH3:2].[OH-].[Na+]. (2) Given the product [Br:2][C:17]1[CH2:16][CH2:15][C:14]2[C:19](=[CH:20][C:11]([F:10])=[CH:12][CH:13]=2)[C:18]=1[CH:7]=[O:8], predict the reactants needed to synthesize it. The reactants are: P(Br)(Br)[Br:2].CN(C)[CH:7]=[O:8].[F:10][C:11]1[CH:20]=[C:19]2[C:14]([CH2:15][CH2:16][C:17](=O)[CH2:18]2)=[CH:13][CH:12]=1.C(=O)(O)[O-].[Na+]. (3) Given the product [C:1]([N:5]1[C:17](=[O:18])[C:16]2[C:7](=[N:8][C:9]3[CH:10]=[CH:11][CH:12]=[CH:13][C:14]=3[C:15]=2[NH:26][CH2:25][C:24]2[CH:27]=[CH:28][C:29]([O:30][CH3:31])=[C:22]([Cl:21])[CH:23]=2)[CH2:6]1)([CH3:4])([CH3:3])[CH3:2], predict the reactants needed to synthesize it. The reactants are: [C:1]([N:5]1[C:17](=[O:18])[C:16]2[C:7](=[N:8][C:9]3[CH:10]=[CH:11][CH:12]=[CH:13][C:14]=3[C:15]=2Cl)[CH2:6]1)([CH3:4])([CH3:3])[CH3:2].Cl.[Cl:21][C:22]1[CH:23]=[C:24]([CH:27]=[CH:28][C:29]=1[O:30][CH3:31])[CH2:25][NH2:26]. (4) The reactants are: [CH2:1]([N:5]([CH2:33][CH2:34][CH2:35][CH3:36])[C:6]([C:8]1[N:9]=[C:10]([C:13]2[CH:22]=[CH:21][C:16]([C:17]([O:19][CH3:20])=[O:18])=[CH:15][C:14]=2[C:23]([O:25][CH2:26][C:27]2[CH:32]=[CH:31][CH:30]=[CH:29][CH:28]=2)=[O:24])[NH:11][CH:12]=1)=[O:7])[CH2:2][CH2:3][CH3:4].C([O-])([O-])=O.[K+].[K+].[CH:43]1[CH:48]=[CH:47][C:46]([CH2:49][CH2:50]Br)=[CH:45][CH:44]=1. Given the product [CH2:33]([N:5]([CH2:1][CH2:2][CH2:3][CH3:4])[C:6]([C:8]1[N:9]=[C:10]([C:13]2[CH:22]=[CH:21][C:16]([C:17]([O:19][CH3:20])=[O:18])=[CH:15][C:14]=2[C:23]([O:25][CH2:26][C:27]2[CH:28]=[CH:29][CH:30]=[CH:31][CH:32]=2)=[O:24])[N:11]([CH2:50][CH2:49][C:46]2[CH:47]=[CH:48][CH:43]=[CH:44][CH:45]=2)[CH:12]=1)=[O:7])[CH2:34][CH2:35][CH3:36], predict the reactants needed to synthesize it.